From a dataset of Peptide-MHC class I binding affinity with 185,985 pairs from IEDB/IMGT. Regression. Given a peptide amino acid sequence and an MHC pseudo amino acid sequence, predict their binding affinity value. This is MHC class I binding data. The peptide sequence is ASDDLEHWQ. The MHC is HLA-B35:01 with pseudo-sequence HLA-B35:01. The binding affinity (normalized) is 0.0847.